The task is: Predict the product of the given reaction.. This data is from Forward reaction prediction with 1.9M reactions from USPTO patents (1976-2016). (1) Given the reactants [CH3:1][O:2][CH2:3][CH2:4][CH2:5][CH2:6][CH:7]([C@@H:9]1[CH2:14]CCNC1)O.CS[C:17](SC)=[CH:18][N+]([O-])=O.CCN(C(C)C)[CH:27]([CH3:29])[CH3:28].[CH3:33][O:34][CH2:35][CH2:36][CH2:37][CH2:38][CH:39]([C@@H:41]1[CH2:46][CH2:45][CH2:44][N:43]([C:47](SC)=[CH:48][N+:49]([O-:51])=[O:50])[CH2:42]1)[OH:40].[NH:54]1[CH2:58][CH2:57][C@H:56]([NH:59][C:60](=[O:66])[O:61][C:62]([CH3:65])([CH3:64])[CH3:63])[CH2:55]1, predict the reaction product. The product is: [C:9]1([CH3:14])[CH:7]=[CH:6][CH:5]=[CH:4][C:3]=1[O:2][C:1]1[CH:17]=[CH:18][CH:29]=[CH:27][C:28]=1[C@:39]([C@@H:41]1[CH2:46][CH2:45][CH2:44][N:43]([C:47]([N:54]2[CH2:58][CH2:57][C@H:56]([NH:59][C:60](=[O:66])[O:61][C:62]([CH3:63])([CH3:65])[CH3:64])[CH2:55]2)=[CH:48][N+:49]([O-:51])=[O:50])[CH2:42]1)([OH:40])[CH2:38][CH2:37][CH2:36][CH2:35][O:34][CH3:33]. (2) Given the reactants [CH:1]([C:3]1[CH:12]=[CH:11][C:6]([C:7]([O:9][CH3:10])=[O:8])=[CH:5][N:4]=1)=[O:2].[CH3:13][Mg]Br, predict the reaction product. The product is: [OH:2][CH:1]([C:3]1[CH:12]=[CH:11][C:6]([C:7]([O:9][CH3:10])=[O:8])=[CH:5][N:4]=1)[CH3:13]. (3) Given the reactants [NH2:1][C:2]1[C:3]([C:9]([OH:11])=O)=[N:4][C:5](Br)=[CH:6][N:7]=1.CN(C(ON1N=[N:27][C:22]2[CH:23]=[CH:24][CH:25]=[N:26][C:21]1=2)=[N+](C)C)C.F[P-](F)(F)(F)(F)F.C(N(CC)C(C)C)(C)C.N[C@H]1CCCN(C(OC(C)(C)C)=O)C1.C(N(CC)CC)C.[C:66]([C:69]1[CH:70]=[C:71](B(O)O)[CH:72]=[CH:73][CH:74]=1)([OH:68])=O.[C:78]1([C:84]2[CH:91]=[CH:90][CH:89]=[CH:88][C:85]=2[CH2:86][NH2:87])[CH:83]=[CH:82][CH:81]=[CH:80][CH:79]=1.Cl, predict the reaction product. The product is: [NH2:1][C:2]1[C:3]([C:9]([NH:27][C@H:22]2[CH2:23][CH2:24][CH2:25][NH:26][CH2:21]2)=[O:11])=[N:4][C:5]([C:73]2[CH:72]=[CH:71][CH:70]=[C:69]([C:66]([NH:87][CH2:86][C:85]3[CH:88]=[CH:89][CH:90]=[CH:91][C:84]=3[C:78]3[CH:83]=[CH:82][CH:81]=[CH:80][CH:79]=3)=[O:68])[CH:74]=2)=[CH:6][N:7]=1. (4) Given the reactants [F:1][C:2]1[C:7]([F:8])=[CH:6][CH:5]=[CH:4][C:3]=1[C@H:9]1[CH2:14][N:13]2[C:15]([CH2:18][C:19]([F:22])([F:21])[F:20])=[CH:16][N:17]=[C:12]2[C@@H:11]([NH:23]C(=O)OC(C)(C)C)[CH2:10]1.FC(F)(F)C(O)=O.C(=O)(O)[O-].[Na+].O, predict the reaction product. The product is: [F:1][C:2]1[C:7]([F:8])=[CH:6][CH:5]=[CH:4][C:3]=1[C@H:9]1[CH2:14][N:13]2[C:15]([CH2:18][C:19]([F:22])([F:20])[F:21])=[CH:16][N:17]=[C:12]2[C@@H:11]([NH2:23])[CH2:10]1. (5) Given the reactants C1(S([N:10]2[C:14]3[N:15]=[C:16]([Cl:20])[N:17]=[C:18]([Cl:19])[C:13]=3[CH:12]=[C:11]2[C:21]([OH:24])([CH3:23])[CH3:22])(=O)=O)C=CC=CC=1.[OH-].[Na+], predict the reaction product. The product is: [Cl:20][C:16]1[N:17]=[C:18]([Cl:19])[C:13]2[CH:12]=[C:11]([C:21]([OH:24])([CH3:22])[CH3:23])[NH:10][C:14]=2[N:15]=1.